Dataset: Forward reaction prediction with 1.9M reactions from USPTO patents (1976-2016). Task: Predict the product of the given reaction. (1) Given the reactants Cl[C:2]1[C:3]([CH2:8][NH:9][C:10]([CH:12]2[CH2:16][C:15](=[O:17])[N:14]([CH3:18])[CH2:13]2)=[O:11])=[N:4][CH:5]=[CH:6][N:7]=1.[C:19](=O)([O-])[O-].[K+].[K+].CB1OB(C)OB(C)O1, predict the reaction product. The product is: [CH3:18][N:14]1[C:15](=[O:17])[CH2:16][CH:12]([C:10]([NH:9][CH2:8][C:3]2[C:2]([CH3:19])=[N:7][CH:6]=[CH:5][N:4]=2)=[O:11])[CH2:13]1. (2) Given the reactants [OH:1][C:2]1[CH:7]=[CH:6][C:5]([C:8]2[N:12]=[C:11]([C:13]3[CH:14]=[CH:15][C:16]([O:21][CH:22]([CH3:24])[CH3:23])=[C:17]([CH:20]=3)[C:18]#[N:19])[O:10][N:9]=2)=[CH:4][CH:3]=1.Br[CH2:26][CH2:27][CH2:28][CH2:29][C:30]([O:32][CH2:33][CH3:34])=[O:31].C(=O)([O-])[O-].[K+].[K+].O, predict the reaction product. The product is: [C:18]([C:17]1[CH:20]=[C:13]([C:11]2[O:10][N:9]=[C:8]([C:5]3[CH:4]=[CH:3][C:2]([O:1][CH2:26][CH2:27][CH2:28][CH2:29][C:30]([O:32][CH2:33][CH3:34])=[O:31])=[CH:7][CH:6]=3)[N:12]=2)[CH:14]=[CH:15][C:16]=1[O:21][CH:22]([CH3:24])[CH3:23])#[N:19]. (3) Given the reactants [F:1][C:2]1[CH:8]=[C:7]([CH3:9])[CH:6]=[CH:5][C:3]=1[NH2:4].O.O.O.C([O-])(=O)C.[Na+].[I:18]Cl.C(=O)(O)[O-].[Na+].S([O-])([O-])=O.[Na+].[Na+], predict the reaction product. The product is: [F:1][C:2]1[CH:8]=[C:7]([CH3:9])[CH:6]=[C:5]([I:18])[C:3]=1[NH2:4]. (4) Given the reactants [CH3:1][C:2]([CH3:18])([C:4]1[CH:9]=[CH:8][CH:7]=[CH:6][C:5]=1[O:10][CH2:11][C:12]1[CH:17]=[CH:16][CH:15]=[CH:14][CH:13]=1)[NH2:3].Br[C:20]1[C:21](=[O:39])[N:22]([C:27]2[CH:28]=[C:29]([CH:34]=[C:35]([F:38])[C:36]=2[CH3:37])[C:30]([O:32][CH3:33])=[O:31])[CH:23]=[C:24]([Br:26])[N:25]=1.C(N(CC)C(C)C)(C)C, predict the reaction product. The product is: [Br:26][C:24]1[N:25]=[C:20]([NH:3][C:2]([CH3:18])([C:4]2[CH:9]=[CH:8][CH:7]=[CH:6][C:5]=2[O:10][CH2:11][C:12]2[CH:17]=[CH:16][CH:15]=[CH:14][CH:13]=2)[CH3:1])[C:21](=[O:39])[N:22]([C:27]2[CH:28]=[C:29]([CH:34]=[C:35]([F:38])[C:36]=2[CH3:37])[C:30]([O:32][CH3:33])=[O:31])[CH:23]=1. (5) Given the reactants [Cl:1][C:2]1[CH:3]=[C:4]2[C:20](=[C:21]([Cl:23])[CH:22]=1)[C:7]1([CH:12]=[CH:11][N:10](C(OC(C)(C)C)=O)[CH2:9][CH2:8]1)[N:6](CC1C=CC(OC)=CC=1)[C:5]2=[O:33], predict the reaction product. The product is: [Cl:1][C:2]1[CH:3]=[C:4]2[C:20](=[C:21]([Cl:23])[CH:22]=1)[C:7]1([CH:8]=[CH:9][NH:10][CH2:11][CH2:12]1)[NH:6][C:5]2=[O:33]. (6) Given the reactants [CH:1]([C:4]1[C:5]([O:13][CH2:14][CH2:15][CH3:16])=[C:6]([CH:10]=[CH:11][CH:12]=1)[CH2:7]CN)([CH3:3])[CH3:2].[C:17](Cl)(=[O:20])[CH:18]=[CH2:19].[CH2:22]([N:24](CC)CC)C, predict the reaction product. The product is: [CH:1]([C:4]1[C:5]([O:13][CH2:14][CH2:15][CH3:16])=[C:6]([CH:10]=[CH:11][CH:12]=1)[CH2:7][N:24]([CH3:22])[C:17](=[O:20])[CH:18]=[CH2:19])([CH3:2])[CH3:3]. (7) Given the reactants [Br:1][C:2]1[CH:3]=[C:4]2[C:9](=[CH:10][CH:11]=1)[CH:8]=[C:7]([OH:12])[CH:6]=[CH:5]2.Cl.Cl[CH2:15][CH2:16][N:17]1[CH2:22][CH2:21][O:20][CH2:19][CH2:18]1.C(=O)([O-])[O-].[K+].[K+], predict the reaction product. The product is: [Br:1][C:2]1[CH:3]=[C:4]2[C:9](=[CH:10][CH:11]=1)[CH:8]=[C:7]([O:12][CH2:15][CH2:16][N:17]1[CH2:22][CH2:21][O:20][CH2:19][CH2:18]1)[CH:6]=[CH:5]2. (8) Given the reactants [Cl:1][C:2]1[CH:7]=[CH:6][C:5](/[CH:8]=[CH:9]/[C:10]([C:12]2[CH:13]=[CH:14][C:15](=[O:19])[N:16]([CH3:18])[CH:17]=2)=[O:11])=[C:4]([F:20])[CH:3]=1.[OH:21][C:22]1[CH:27]=[CH:26][C:25](B(O)O)=[CH:24][CH:23]=1.C(=O)([O-])O.[Na+], predict the reaction product. The product is: [Cl:1][C:2]1[CH:7]=[CH:6][C:5]([CH:8]([C:25]2[CH:26]=[CH:27][C:22]([OH:21])=[CH:23][CH:24]=2)[CH2:9][C:10]([C:12]2[CH:13]=[CH:14][C:15](=[O:19])[N:16]([CH3:18])[CH:17]=2)=[O:11])=[C:4]([F:20])[CH:3]=1. (9) Given the reactants [C:1]([C:3]1[CH:4]=[C:5]([NH:10][C:11]2[C:12]3[CH:20]=[C:19](F)[N:18]=[CH:17][C:13]=3[N:14]=[CH:15][N:16]=2)[CH:6]=[CH:7][C:8]=1[Cl:9])#[CH:2].[CH3:22][O:23][C:24]1[CH:31]=[CH:30][C:27]([CH2:28][NH2:29])=[CH:26][CH:25]=1, predict the reaction product. The product is: [Cl:9][C:8]1[CH:7]=[CH:6][C:5]([NH:10][C:11]2[C:12]3[CH:20]=[C:19]([NH:29][CH2:28][C:27]4[CH:30]=[CH:31][C:24]([O:23][CH3:22])=[CH:25][CH:26]=4)[N:18]=[CH:17][C:13]=3[N:14]=[CH:15][N:16]=2)=[CH:4][C:3]=1[C:1]#[CH:2]. (10) The product is: [Cl:1][C:2]1[CH:3]=[C:4]([CH:9]=[C:10]([NH:17][S:14]([CH3:13])(=[O:16])=[O:15])[N:11]=1)[C:5]([O:7][CH3:8])=[O:6]. Given the reactants [Cl:1][C:2]1[CH:3]=[C:4]([CH:9]=[C:10](Cl)[N:11]=1)[C:5]([O:7][CH3:8])=[O:6].[CH3:13][S:14]([NH2:17])(=[O:16])=[O:15].P([O-])([O-])([O-])=O.[K+].[K+].[K+].CC1(C)C2C(=C(P(C3C=CC=CC=3)C3C=CC=CC=3)C=CC=2)OC2C(P(C3C=CC=CC=3)C3C=CC=CC=3)=CC=CC1=2, predict the reaction product.